From a dataset of Full USPTO retrosynthesis dataset with 1.9M reactions from patents (1976-2016). Predict the reactants needed to synthesize the given product. (1) Given the product [Cl:1][C:2]1[CH:3]=[CH:4][C:5](/[C:8](/[C:10]2[CH:15]=[C:14]([C:16]([F:19])([F:17])[F:18])[CH:13]=[C:12]([F:20])[CH:11]=2)=[N:9]/[C:25]2[S:26][C:27]([CH3:28])=[C:23]([CH3:22])[N:24]=2)=[N:6][CH:7]=1, predict the reactants needed to synthesize it. The reactants are: [Cl:1][C:2]1[CH:3]=[CH:4][C:5]([C:8]([C:10]2[CH:15]=[C:14]([C:16]([F:19])([F:18])[F:17])[CH:13]=[C:12]([F:20])[CH:11]=2)=[NH:9])=[N:6][CH:7]=1.Cl.[CH3:22][C:23]1[N:24]=[C:25](N)[S:26][C:27]=1[CH3:28]. (2) Given the product [CH3:34][S@:26](=[O:33])([C:27]1[CH:32]=[CH:31][CH:30]=[CH:29][CH:28]=1)=[N:25][C:23](=[O:24])[C:22]1[CH:35]=[C:18]([C:2]#[C:1][C:3]2[CH:8]=[CH:7][CH:6]=[C:5]([NH:9][C:10]([C:12]3[S:13][CH:14]=[CH:15][CH:16]=3)=[O:11])[CH:4]=2)[CH:19]=[N:20][CH:21]=1, predict the reactants needed to synthesize it. The reactants are: [C:1]([C:3]1[CH:4]=[C:5]([NH:9][C:10]([C:12]2[S:13][CH:14]=[CH:15][CH:16]=2)=[O:11])[CH:6]=[CH:7][CH:8]=1)#[CH:2].Br[C:18]1[CH:19]=[N:20][CH:21]=[C:22]([CH:35]=1)[C:23]([N:25]=[S@@:26]([CH3:34])(=[O:33])[C:27]1[CH:32]=[CH:31][CH:30]=[CH:29][CH:28]=1)=[O:24]. (3) Given the product [Cl:1][C:2]1[CH:3]=[C:4]([C:12](=[O:14])[CH3:13])[CH:5]=[C:6]([C:8]([F:10])([F:11])[F:9])[CH:7]=1, predict the reactants needed to synthesize it. The reactants are: [Cl:1][C:2]1[CH:3]=[C:4]([CH:12]([OH:14])[CH3:13])[CH:5]=[C:6]([C:8]([F:11])([F:10])[F:9])[CH:7]=1.ClC1C=C(C=C(C(F)(F)F)C=1)C=O. (4) Given the product [F:17][CH:16]([F:18])[C:13]1[CH:14]=[CH:15][C:10]([C:9]([OH:25])=[O:8])=[CH:11][C:12]=1[O:19][CH2:20][CH2:21][CH2:22][O:23][CH3:24], predict the reactants needed to synthesize it. The reactants are: [OH-].[K+].COCCC[O:8][C:9](=[O:25])[C:10]1[CH:15]=[CH:14][C:13]([CH:16]([F:18])[F:17])=[C:12]([O:19][CH2:20][CH2:21][CH2:22][O:23][CH3:24])[CH:11]=1. (5) Given the product [CH2:3]=[CH:2][C:1]([O:6][C:10]12[CH2:9][C:8]3([OH:7])[CH2:17][CH:12]([CH2:13][CH:14]([CH2:15]3)[CH2:16]1)[CH2:11]2)=[O:5], predict the reactants needed to synthesize it. The reactants are: [C:1]([OH:6])(=[O:5])[C:2](C)=[CH2:3].[OH:7][C:8]12[CH2:17][CH:12]3[CH2:13][CH:14]([CH2:16][C:10](C=C(C)C([O-])=O)([CH2:11]3)[CH2:9]1)[CH2:15]2.C1C2C(=CC3C(C=2COC(=O)C(C)=C)=CC=CC=3)C=CC=1.CC(C)C#N. (6) Given the product [Cl:1][C:2]1[CH:3]=[C:4]([C:10]([C:37](=[S:39])[CH3:38])([C:33]([F:35])([F:34])[F:36])[CH2:11][C:12]([C:14]2[CH:15]=[C:16]3[C:20](=[CH:21][CH:22]=2)[C:19]2([CH2:25][N:24]([C:26]([O:28][C:29]([CH3:32])([CH3:30])[CH3:31])=[O:27])[CH2:23]2)[O:18][CH2:17]3)=[O:13])[CH:5]=[C:6]([Cl:9])[C:7]=1[F:8], predict the reactants needed to synthesize it. The reactants are: [Cl:1][C:2]1[CH:3]=[C:4]([C:10]([C:33]([F:36])([F:35])[F:34])=[CH:11][C:12]([C:14]2[CH:15]=[C:16]3[C:20](=[CH:21][CH:22]=2)[C:19]2([CH2:25][N:24]([C:26]([O:28][C:29]([CH3:32])([CH3:31])[CH3:30])=[O:27])[CH2:23]2)[O:18][CH2:17]3)=[O:13])[CH:5]=[C:6]([Cl:9])[C:7]=1[F:8].[C:37](O)(=[S:39])[CH3:38].